From a dataset of Reaction yield outcomes from USPTO patents with 853,638 reactions. Predict the reaction yield, written as a fraction of the theoretical maximum amount of product (1.0 means a 100% yield; for example, 0.34 means a 34% yield). (1) The reactants are [CH3:1][N:2]([C:10]1[CH:11]=[CH:12][CH:13]=[C:14]2[C:18]=1[NH:17][C:16]([C:19]1[S:20][CH:21]=[CH:22][N:23]=1)=[CH:15]2)[C:3]([C:5]1[S:6][CH:7]=[CH:8][CH:9]=1)=O.B.O1CCCC1.CO. The catalyst is O1CCCC1. The product is [CH3:1][N:2]([CH2:3][C:5]1[S:6][CH:7]=[CH:8][CH:9]=1)[C:10]1[CH:11]=[CH:12][CH:13]=[C:14]2[C:18]=1[NH:17][C:16]([C:19]1[S:20][CH:21]=[CH:22][N:23]=1)=[CH:15]2. The yield is 0.380. (2) The reactants are [Cl:1][C:2]1[CH:7]=[C:6]([Cl:8])[CH:5]=[CH:4][C:3]=1[C:9]1[CH:10]=[C:11]2[C:15]3=[C:16]([CH2:18][CH2:19][N:14]3[C@@H:13]3[CH2:20][CH2:21][NH:22][CH2:23][C@H:12]23)[CH:17]=1.Cl[CH2:25][CH2:26][CH2:27][C:28]([C:30]1[CH:35]=[CH:34][C:33]([F:36])=[CH:32][CH:31]=1)=[O:29].C([O-])([O-])=O.[K+].[K+]. No catalyst specified. The product is [Cl:1][C:2]1[CH:7]=[C:6]([Cl:8])[CH:5]=[CH:4][C:3]=1[C:9]1[CH:10]=[C:11]2[C:15]3=[C:16]([CH2:18][CH2:19][N:14]3[C@@H:13]3[CH2:20][CH2:21][N:22]([CH2:25][CH2:26][CH2:27][C:28]([C:30]4[CH:31]=[CH:32][C:33]([F:36])=[CH:34][CH:35]=4)=[O:29])[CH2:23][C@H:12]23)[CH:17]=1. The yield is 0.370. (3) The reactants are [NH:1]1[C:9]2[C:4](=[CH:5][C:6](B(O)O)=[CH:7][CH:8]=2)[CH:3]=[CH:2]1.[NH2:13][C:14]1[C:19]([F:20])=[C:18](Cl)[N:17]=[C:16]([C:22]([O:24][CH3:25])=[O:23])[C:15]=1[Cl:26].[F-].[Cs+].P(C1C=C(S([O-])(=O)=O)C=CC=1)(C1C=C(S([O-])(=O)=O)C=CC=1)C1C=C(S([O-])(=O)=O)C=CC=1.[Na+].[Na+].[Na+]. The catalyst is O.C([O-])(=O)C.[Pd+2].C([O-])(=O)C.C(#N)C. The product is [NH2:13][C:14]1[C:19]([F:20])=[C:18]([C:6]2[CH:5]=[C:4]3[C:9](=[CH:8][CH:7]=2)[NH:1][CH:2]=[CH:3]3)[N:17]=[C:16]([C:22]([O:24][CH3:25])=[O:23])[C:15]=1[Cl:26]. The yield is 0.730.